Dataset: Drug-target binding data from BindingDB using IC50 measurements. Task: Regression. Given a target protein amino acid sequence and a drug SMILES string, predict the binding affinity score between them. We predict pIC50 (pIC50 = -log10(IC50 in M); higher means more potent). Dataset: bindingdb_ic50. (1) The drug is C/C(=N\OC(=O)C1CCCCC1)c1nccs1. The target protein (O75884) has sequence MASPSKAVIVPGNGGGDVTTHGWYGWVKKELEKIPGFQCLAKNMPDPITARESIWLPFMETELHCDEKTIIIGHSSGAIAAMRYAETHRVYAIVLVSAYTSDLGDENERASGYFTRPWQWEKIKANCPYIVQFGSTDDPFLPWKEQQEVADRLETKLHKFTDCGHFQNTEFHELITVVKSLLKVPA. The pIC50 is 6.2. (2) The small molecule is NC(=O)c1cc(CN2CCNCC2)cc(-c2ccc(Oc3ccc(F)cc3)cc2)n1. The target protein (Q15858) has sequence MAMLPPPGPQSFVHFTKQSLALIEQRIAERKSKEPKEEKKDDDEEAPKPSSDLEAGKQLPFIYGDIPPGMVSEPLEDLDPYYADKKTFIVLNKGKTIFRFNATPALYMLSPFSPLRRISIKILVHSLFSMLIMCTILTNCIFMTMNNPPDWTKNVEYTFTGIYTFESLVKILARGFCVGEFTFLRDPWNWLDFVVIVFAYLTEFVNLGNVSALRTFRVLRALKTISVIPGLKTIVGALIQSVKKLSDVMILTVFCLSVFALIGLQLFMGNLKHKCFRNSLENNETLESIMNTLESEEDFRKYFYYLEGSKDALLCGFSTDSGQCPEGYTCVKIGRNPDYGYTSFDTFSWAFLALFRLMTQDYWENLYQQTLRAAGKTYMIFFVVVIFLGSFYLINLILAVVAMAYEEQNQANIEEAKQKELEFQQMLDRLKKEQEEAEAIAAAAAEYTSIRRSRIMGLSESSSETSKLSSKSAKERRNRRKKKNQKKLSSGEEKGDAEKL.... The pIC50 is 6.7. (3) The pIC50 is 3.4. The target protein sequence is MISKLKPQFMFLPKKHILSYCRKDVLNLFEQKFYYTSKRKESNNMKNESLLRLINYNRYYNKIDSNNYYNGGKILSNDRQYIYSPLCEYKKKINDISSYVSVPFKINIRNLGTSNFVNNKKDVLDNDYIYENIKKEKSKHKKIIFLLFVSLFGLYGFFESYNPEFFLYDIFLKFCLKYIDGEICADLFLLLGKYNILPYDTSNDSIYACTNIKHLDFINPFGVAAGFDKNGVCIDSILKLGFSFIEIGTITPRGQTGNAKPRIFRDVESRSIINSCGFNNMGCDKVTENLILFRKRQEEDKLLSKHIVGVSIGKNKDTVNIVDDLKYCINKIGRYADYIAINVSSPNTPGLRDNQEAGKLKNIILSVKEEIDNLEKNNIMNDESTYNEDNKIVEKKNNFNKNNSHMMKDAKDNFLWFNTTKKKPLVFVKLAPDLNQEQKKEIADVLLETNIDGMIISNTTTQINDIKSFENKKGGVSGAKLKDISTKFICEMYNYTNKQI.... The small molecule is O=C(Nc1ccc(Cl)cc1)Nc1cccc2cccnc12. (4) The small molecule is O=C(N1CCC(=C2c3ccccc3C=Cc3ccccc32)CC1)n1cncn1. The target protein (O00519) has sequence MVQYELWAALPGASGVALACCFVAAAVALRWSGRRTARGAVVRARQRQRAGLENMDRAAQRFRLQNPDLDSEALLALPLPQLVQKLHSRELAPEAVLFTYVGKAWEVNKGTNCVTSYLADCETQLSQAPRQGLLYGVPVSLKECFTYKGQDSTLGLSLNEGVPAECDSVVVHVLKLQGAVPFVHTNVPQSMFSYDCSNPLFGQTVNPWKSSKSPGGSSGGEGALIGSGGSPLGLGTDIGGSIRFPSSFCGICGLKPTGNRLSKSGLKGCVYGQEAVRLSVGPMARDVESLALCLRALLCEDMFRLDPTVPPLPFREEVYTSSQPLRVGYYETDNYTMPSPAMRRAVLETKQSLEAAGHTLVPFLPSNIPHALETLSTGGLFSDGGHTFLQNFKGDFVDPCLGDLVSILKLPQWLKGLLAFLVKPLLPRLSAFLSNMKSRSAGKLWELQHEIEVYRKTVIAQWRALDLDVVLTPMLAPALDLNAPGRATGAVSYTMLYNCL.... The pIC50 is 5.2. (5) The small molecule is CC(=O)N[C@@H](CO)C(=O)N[C@@H](Cc1ccccc1)C(=O)N[C@H](C(=O)N[C@@H](CC(C)C)C(=O)N[C@@H](CC(=O)O)C(=O)N[C@@H](C)C(=O)N[C@@H](CC(=O)O)C(=O)N[C@@H](Cc1ccccc1)C(=O)O)[C@H](C)O. The target protein (P07742) has sequence MHVIKRDGRQERVMFDKITSRIQKLCYGLNMDFVDPAQITMKVIQGLYSGVTTVELDTLAAETAATLTTKHPDYAILAARIAVSNLHKETKKVFSDVMEDLYNYINPHNGRHSPMVASSTLDIVMANKDRLNSAIIYDRDFSYNYFGFKTLERSYLLKINGKVAERPQHMLMRVSVGIHKEDIDAAIETYNLLSEKWFTHASPTLFNAGTNRPQLSSCFLLSMKDDSIEGIYDTLKQCALISKSAGGIGVAVSCIRATGSYIAGTNGNSNGLVPMLRVYNNTARYVDQGGNKRPGAFAIYLEPWHLDIFEFLDLKKNTGKEEQRARDLFFALWIPDLFMKRVETNQDWSLMCPNECPGLDEVWGEEFEKLYESYEKQGRVRKVVKAQQLWYAIIESQTETGTPYMLYKDSCNRKSNQQNLGTIKCSNLCTEIVEYTSKDEVAVCNLASLALNMYVTPEHTYDFEKLAEVTKVIVRNLNKIIDINYYPIPEAHLSNKRHRP.... The pIC50 is 5.1. (6) The compound is CCCCCCCCN1CCc2c(C)c(CC(=O)O)c(C)c(NC(=O)C(C)(C)C)c21. The target protein (O75908) has sequence MEPGGARLRLQRTEGLGGERERQPCGDGNTETHRAPDLVQWTRHMEAVKAQLLEQAQGQLRELLDRAMREAIQSYPSQDKPLPPPPPGSLSRTQEPSLGKQKVFIIRKSLLDELMEVQHFRTIYHMFIAGLCVFIISTLAIDFIDEGRLLLEFDLLIFSFGQLPLALVTWVPMFLSTLLAPYQALRLWARGTWTQATGLGCALLAAHAVVLCALPVHVAVEHQLPPASRCVLVFEQVRFLMKSYSFLREAVPGTLRARRGEGIQAPSFSSYLYFLFCPTLIYRETYPRTPYVRWNYVAKNFAQALGCVLYACFILGRLCVPVFANMSREPFSTRALVLSILHATLPGIFMLLLIFFAFLHCWLNAFAEMLRFGDRMFYRDWWNSTSFSNYYRTWNVVVHDWLYSYVYQDGLRLLGARARGVAMLGVFLVSAVAHEYIFCFVLGFFYPVMLILFLVIGGMLNFMMHDQRTGPAWNVLMWTMLFLGQGIQVSLYCQEWYARR.... The pIC50 is 5.5. (7) The small molecule is COc1ccc(C2(O)OC(=O)C(c3ccc4c(c3)OCO4)=C2Cc2cc(OC)c(OC)c(OC)c2)cc1. The target protein (P25101) has sequence METLCLRASFWLALVGCVISDNPERYSTNLSNHVDDFTTFRGTELSFLVTTHQPTNLVLPSNGSMHNYCPQQTKITSAFKYINTVISCTIFIVGMVGNATLLRIIYQNKCMRNGPNALIASLALGDLIYVVIDLPINVFKLLAGRWPFDHNDFGVFLCKLFPFLQKSSVGITVLNLCALSVDRYRAVASWSRVQGIGIPLVTAIEIVSIWILSFILAIPEAIGFVMVPFEYRGEQHKTCMLNATSKFMEFYQDVKDWWLFGFYFCMPLVCTAIFYTLMTCEMLNRRNGSLRIALSEHLKQRREVAKTVFCLVVIFALCWFPLHLSRILKKTVYNEMDKNRCELLSFLLLMDYIGINLATMNSCINPIALYFVSKKFKNCFQSCLCCCCYQSKSLMTSVPMNGTSIQWKNHDQNNHNTDRSSHKDSMN. The pIC50 is 8.9. (8) The compound is CC(C)C[C@@H](NC(=O)[C@@H](CO)NC(=O)[C@@H](CS)NC(=O)[C@@H](CS)NC(=O)CN)C(=O)N1CCC[C@H]1C(=O)N1CCC[C@H]1C(=O)N[C@@H](CS)C(=O)N[C@@H](C)C(=O)N[C@@H](C)C(=O)N[C@@H](CC(N)=O)C(=O)N[C@@H](CC(N)=O)C(=O)N1CCC[C@@H]1C(=O)N[C@@H](CC(=O)O)C(=O)N[C@@H](Cc1ccc(O)cc1)C(=O)N[C@@H](CS)C(N)=O. The target protein (P30277) has sequence MALRVTRNTKINTENKAKVSMAGAKRVPVAVAASKPLLRSRTALGDIGNKVSEQSRIPLKKETKKLGSGTVTVKALPKPVDKVPVCEPEVELDEPEPEPVMEVKHSPEPILVDTPSPSPMETSGCAPAEEYLCQAFSDVILAVSDVDADDGGDPNLCSEYVKDIYAYLRQLEEEQSVRPKYLLGREVTGNMRAILIDWLIQVQMKFRLLQETMYMTVSIIDRFMQDSCVPKKMLQLVGVTAMFIASKYEEMYPPEIGDFAFVTNNTYTKHQIRQMEMKILRVLNFSLGRPLPLHFLRRASKIGEVDVEQHTLAKYLMELSMLDYDMVHFAPSQIAAGAFCLALKILDNGEWTPTLQHYLSHTEESLLPVMQHLAKNIVMVNRGLTKHMTIKNKYATSKHAKISTLAQLNCTLVQNLSKAVTKA. The pIC50 is 7.9.